From a dataset of Full USPTO retrosynthesis dataset with 1.9M reactions from patents (1976-2016). Predict the reactants needed to synthesize the given product. Given the product [CH3:1][O:2][C:3]([C:5]1[CH:14]=[C:13]([NH:15][S:16]([C:19]2[CH:24]=[CH:23][C:22]([CH3:25])=[CH:21][CH:20]=2)(=[O:18])=[O:17])[C:12]2[C:7](=[C:8]([OH:26])[CH:9]=[CH:10][CH:11]=2)[N:6]=1)=[O:4], predict the reactants needed to synthesize it. The reactants are: [CH3:1][O:2][C:3]([C:5]1[CH:14]=[C:13]([NH:15][S:16]([C:19]2[CH:24]=[CH:23][C:22]([CH3:25])=[CH:21][CH:20]=2)(=[O:18])=[O:17])[C:12]2[C:7](=[C:8]([O:26]CC3C=CC=CC=3)[CH:9]=[CH:10][CH:11]=2)[N:6]=1)=[O:4].C(OCC)(=O)C.CO.